Predict the reaction yield, written as a fraction of the theoretical maximum amount of product (1.0 means a 100% yield; for example, 0.34 means a 34% yield). From a dataset of Reaction yield outcomes from USPTO patents with 853,638 reactions. (1) The reactants are [CH3:1][C:2]1[C:6]([CH2:7][N:8]2[CH:12]=[C:11]([N:13]3[C:17](=[O:18])[CH2:16][NH:15][C:14]3=[O:19])[CH:10]=[N:9]2)=[C:5]([CH3:20])[O:4][N:3]=1.Br[CH2:22][C:23]1[CH:30]=[CH:29][C:26]([C:27]#[N:28])=[CH:25][CH:24]=1. No catalyst specified. The product is [CH3:1][C:2]1[C:6]([CH2:7][N:8]2[CH:12]=[C:11]([N:13]3[C:17](=[O:18])[CH2:16][N:15]([CH2:22][C:23]4[CH:30]=[CH:29][C:26]([C:27]#[N:28])=[CH:25][CH:24]=4)[C:14]3=[O:19])[CH:10]=[N:9]2)=[C:5]([CH3:20])[O:4][N:3]=1. The yield is 0.210. (2) The reactants are [Cl:1][CH2:2][C:3]([NH2:5])=[O:4].[N:6]1[CH:11]=[CH:10][CH:9]=[CH:8][CH:7]=1. The catalyst is C(#N)C. The product is [Cl-:1].[NH2:5][C:3](=[O:4])[CH2:2][N+:6]1[CH:11]=[CH:10][CH:9]=[CH:8][CH:7]=1. The yield is 0.870. (3) The reactants are [C:1]([O:5][C:6]([NH:8][C@H:9]([CH2:16][OH:17])[CH2:10][CH2:11][C:12]([O:14]C)=O)=[O:7])([CH3:4])([CH3:3])[CH3:2]. The catalyst is C1(C)C=CC=CC=1.C(O)(=O)C. The product is [O:14]=[C:12]1[O:17][CH2:16][C@@H:9]([NH:8][C:6](=[O:7])[O:5][C:1]([CH3:2])([CH3:3])[CH3:4])[CH2:10][CH2:11]1. The yield is 0.750. (4) The yield is 0.350. The product is [F:1][C:2]1[C:8]([F:9])=[C:7]([I:16])[C:6]([F:10])=[CH:5][C:3]=1[NH2:4]. The reactants are [F:1][C:2]1[C:8]([F:9])=[CH:7][C:6]([F:10])=[CH:5][C:3]=1[NH2:4].C([Li])(CC)C.[I:16]I. The catalyst is C1COCC1.